This data is from Catalyst prediction with 721,799 reactions and 888 catalyst types from USPTO. The task is: Predict which catalyst facilitates the given reaction. (1) Reactant: [F:1][C:2]([F:29])([C:22]1[CH:27]=[CH:26][C:25]([F:28])=[CH:24][CH:23]=1)[C:3]1[N:4]=[C:5]([NH:15][C:16]2[CH:20]=[C:19]([CH3:21])[NH:18][N:17]=2)[C:6]2[S:11][C:10](S(C)=O)=[N:9][C:7]=2[N:8]=1.[C:30](=O)([O-])[O-:31].[K+].[K+]. Product: [F:1][C:2]([F:29])([C:22]1[CH:27]=[CH:26][C:25]([F:28])=[CH:24][CH:23]=1)[C:3]1[N:4]=[C:5]([NH:15][C:16]2[CH:20]=[C:19]([CH3:21])[NH:18][N:17]=2)[C:6]2[S:11][C:10]([O:31][CH3:30])=[N:9][C:7]=2[N:8]=1. The catalyst class is: 5. (2) Reactant: [CH3:1][N:2]1[CH:6]=[C:5]([C:7]2[N:19]3[C:10]([C:11]4[CH:12]=[C:13]([C:28]5[CH:33]=[CH:32][CH:31]=[CH:30][CH:29]=5)[C:14]([C:20]5[CH:27]=[CH:26][C:23]([CH:24]=O)=[CH:22][CH:21]=5)=[N:15][C:16]=4[CH:17]=[CH:18]3)=[N:9][N:8]=2)[N:4]=[CH:3]1.Cl.Cl.[NH:36]1[CH2:41][CH2:40][CH:39]([C:42]2[N:46]=[C:45]([C:47]3[CH:52]=[CH:51][CH:50]=[CH:49][N:48]=3)[NH:44][N:43]=2)[CH2:38][CH2:37]1.C(N(CC)CC)C.C(O)(=O)C.C(O[BH-](OC(=O)C)OC(=O)C)(=O)C.[Na+]. Product: [CH3:1][N:2]1[CH:6]=[C:5]([C:7]2[N:19]3[C:10]([C:11]4[CH:12]=[C:13]([C:28]5[CH:33]=[CH:32][CH:31]=[CH:30][CH:29]=5)[C:14]([C:20]5[CH:27]=[CH:26][C:23]([CH2:24][N:36]6[CH2:41][CH2:40][CH:39]([C:42]7[NH:46][C:45]([C:47]8[CH:52]=[CH:51][CH:50]=[CH:49][N:48]=8)=[N:44][N:43]=7)[CH2:38][CH2:37]6)=[CH:22][CH:21]=5)=[N:15][C:16]=4[CH:17]=[CH:18]3)=[N:9][N:8]=2)[N:4]=[CH:3]1. The catalyst class is: 37. (3) Reactant: [CH3:1][O:2][CH:3]([O:12][CH3:13])[C:4]1[CH:5]=[CH:6][C:7]([CH:10]=O)=[N:8][CH:9]=1.C(OP([CH2:22][C:23]([O:25][C:26]([CH3:29])([CH3:28])[CH3:27])=[O:24])(OCC)=O)C.[H-].[Na+]. Product: [C:26]([O:25][C:23](=[O:24])[CH:22]=[CH:10][C:7]1[CH:6]=[CH:5][C:4]([CH:3]([O:12][CH3:13])[O:2][CH3:1])=[CH:9][N:8]=1)([CH3:29])([CH3:28])[CH3:27]. The catalyst class is: 1. (4) Reactant: [CH3:1][O:2][C:3]1[C:8]2[N:9]=[C:10]([C:12]([OH:14])=O)[S:11][C:7]=2[C:6]([N:15]2[CH2:20][CH2:19][O:18][CH2:17][CH2:16]2)=[CH:5][CH:4]=1.C(N1C=CN=C1)(N1C=CN=C1)=O.Cl.[NH2:34][CH:35]1[CH2:40][CH2:39][CH2:38][CH2:37][C:36]1=[O:41].C(N(CC)CC)C. Product: [O:41]=[C:36]1[CH2:37][CH2:38][CH2:39][CH2:40][CH:35]1[NH:34][C:12]([C:10]1[S:11][C:7]2[C:6]([N:15]3[CH2:20][CH2:19][O:18][CH2:17][CH2:16]3)=[CH:5][CH:4]=[C:3]([O:2][CH3:1])[C:8]=2[N:9]=1)=[O:14]. The catalyst class is: 35. (5) Reactant: [CH:1]1([CH:7]([C:19]2[CH:23]=[C:22]([C:24]3[CH:29]=[CH:28][C:27]([C:30]([F:33])([F:32])[F:31])=[CH:26][CH:25]=3)[O:21][C:20]=2[CH2:34][O:35][CH3:36])[O:8][C:9]2[CH:18]=[CH:17][C:12]([C:13]([O:15]C)=[O:14])=[CH:11][CH:10]=2)[CH2:6][CH2:5][CH2:4][CH2:3][CH2:2]1.[OH-].[Li+].O.Cl. Product: [CH:1]1([CH:7]([C:19]2[CH:23]=[C:22]([C:24]3[CH:25]=[CH:26][C:27]([C:30]([F:31])([F:32])[F:33])=[CH:28][CH:29]=3)[O:21][C:20]=2[CH2:34][O:35][CH3:36])[O:8][C:9]2[CH:10]=[CH:11][C:12]([C:13]([OH:15])=[O:14])=[CH:17][CH:18]=2)[CH2:6][CH2:5][CH2:4][CH2:3][CH2:2]1. The catalyst class is: 111. (6) Reactant: [C:1]([C:4]1[CH:11]=[CH:10][C:7]([CH:8]=[O:9])=[CH:6][CH:5]=1)([OH:3])=[O:2].[F:12][C:13]([F:21])([C:17]([F:20])([F:19])[F:18])[CH:14](O)[CH3:15].C(Cl)CCl.CCCCCC. Product: [CH:8]([C:7]1[CH:10]=[CH:11][C:4]([C:1]([O:3][CH:14]([C:13]([F:21])([F:12])[C:17]([F:20])([F:19])[F:18])[CH3:15])=[O:2])=[CH:5][CH:6]=1)=[O:9]. The catalyst class is: 241.